From a dataset of Full USPTO retrosynthesis dataset with 1.9M reactions from patents (1976-2016). Predict the reactants needed to synthesize the given product. (1) Given the product [OH:2][C:3]1[C:8]2[NH:9][C:10]([C:12]3[S:13][CH:14]=[CH:15][CH:16]=3)=[N:11][C:7]=2[C:6]([C:17]([NH:30][CH2:29][CH2:28][C:24]2[CH:25]=[CH:26][CH:27]=[C:22]([O:21][CH3:20])[CH:23]=2)=[O:19])=[CH:5][CH:4]=1, predict the reactants needed to synthesize it. The reactants are: C[O:2][C:3]1[C:8]2[NH:9][C:10]([C:12]3[S:13][CH:14]=[CH:15][CH:16]=3)=[N:11][C:7]=2[C:6]([C:17]([OH:19])=O)=[CH:5][CH:4]=1.[CH3:20][O:21][C:22]1[CH:23]=[C:24]([CH2:28][CH2:29][NH2:30])[CH:25]=[CH:26][CH:27]=1. (2) Given the product [F:25][C:26]([F:30])([F:29])[CH2:27][NH:28][CH2:6][C:7]1[CH:8]=[C:9]2[C:14](=[CH:15][CH:16]=1)[C@H:13]([NH2:17])[CH2:12][CH2:11][CH2:10]2, predict the reactants needed to synthesize it. The reactants are: CS(O[CH2:6][C:7]1[CH:16]=[CH:15][C:14]2[C@H:13]([NH:17]C(OC(C)(C)C)=O)[CH2:12][CH2:11][CH2:10][C:9]=2[CH:8]=1)(=O)=O.[F:25][C:26]([F:30])([F:29])[CH2:27][NH2:28].C([O-])([O-])=O.[K+].[K+]. (3) The reactants are: [C:1]([C:5]1[CH:10]=[C:9]([CH3:11])[C:8]([S:12](Cl)(=[O:14])=[O:13])=[C:7]([CH3:16])[CH:6]=1)([CH3:4])([CH3:3])[CH3:2].[F:17][C:18]([F:31])([F:30])[C:19]1[CH:20]=[C:21]([CH:23]=[C:24]([C:26]([F:29])([F:28])[F:27])[CH:25]=1)[NH2:22]. Given the product [F:17][C:18]([F:30])([F:31])[C:19]1[CH:20]=[C:21]([NH:22][S:12]([C:8]2[C:9]([CH3:11])=[CH:10][C:5]([C:1]([CH3:4])([CH3:3])[CH3:2])=[CH:6][C:7]=2[CH3:16])(=[O:14])=[O:13])[CH:23]=[C:24]([C:26]([F:27])([F:29])[F:28])[CH:25]=1, predict the reactants needed to synthesize it.